This data is from Forward reaction prediction with 1.9M reactions from USPTO patents (1976-2016). The task is: Predict the product of the given reaction. (1) Given the reactants [F:1][C:2]1[CH:7]=[CH:6][C:5]([CH:8]([C:26]2[CH:31]=[CH:30][C:29]([F:32])=[CH:28][CH:27]=2)[N:9]2[CH2:14][CH2:13][N:12]([C:15]3[CH:22]=[CH:21][C:20]([N+:23]([O-])=O)=[CH:19][C:16]=3[C:17]#[N:18])[CH2:11][CH2:10]2)=[CH:4][CH:3]=1.[Cl-].[NH4+], predict the reaction product. The product is: [NH2:23][C:20]1[CH:21]=[CH:22][C:15]([N:12]2[CH2:13][CH2:14][N:9]([CH:8]([C:5]3[CH:4]=[CH:3][C:2]([F:1])=[CH:7][CH:6]=3)[C:26]3[CH:27]=[CH:28][C:29]([F:32])=[CH:30][CH:31]=3)[CH2:10][CH2:11]2)=[C:16]([CH:19]=1)[C:17]#[N:18]. (2) Given the reactants [N:1]1([C:7]2[N:8]=[C:9]([CH2:14][C:15]([O-:17])=O)[NH:10][C:11](=[O:13])[CH:12]=2)[CH2:6][CH2:5][O:4][CH2:3][CH2:2]1.[Na+].[NH:19]1[C:27]2[C:22](=[N:23][CH:24]=[CH:25][CH:26]=2)[CH2:21][CH2:20]1.Cl.CN(C)CCCN=C=NCC, predict the reaction product. The product is: [N:19]1([C:15](=[O:17])[CH2:14][C:9]2[NH:10][C:11](=[O:13])[CH:12]=[C:7]([N:1]3[CH2:2][CH2:3][O:4][CH2:5][CH2:6]3)[N:8]=2)[C:27]2[C:22](=[N:23][CH:24]=[CH:25][CH:26]=2)[CH2:21][CH2:20]1. (3) Given the reactants [C:1]1([C:7]2[N:12]=[C:11]([C:13]([O:15]C)=[O:14])[CH:10]=[C:9]([CH2:17][N:18]3[CH2:22][CH2:21][CH2:20][CH2:19]3)[N:8]=2)[CH:6]=[CH:5][CH:4]=[CH:3][CH:2]=1.O[Li].O.CO.Cl, predict the reaction product. The product is: [C:1]1([C:7]2[N:12]=[C:11]([C:13]([OH:15])=[O:14])[CH:10]=[C:9]([CH2:17][N:18]3[CH2:22][CH2:21][CH2:20][CH2:19]3)[N:8]=2)[CH:2]=[CH:3][CH:4]=[CH:5][CH:6]=1. (4) Given the reactants [Br:1][C:2]1[N:7]=[C:6]([C:8](O)=[O:9])[CH:5]=[C:4]([N+:11]([O-])=O)[CH:3]=1.B.C1COCC1.C(O)(=O)C, predict the reaction product. The product is: [NH2:11][C:4]1[CH:3]=[C:2]([Br:1])[N:7]=[C:6]([CH2:8][OH:9])[CH:5]=1. (5) Given the reactants [CH2:1]([C:4]1[CH:12]=[CH:11][C:7]([C:8]([OH:10])=[O:9])=[C:6]([CH3:13])[C:5]=1[OH:14])[CH:2]=[CH2:3].[OH-].[Na+].[C:17](OC(=O)C)(=[O:19])[CH3:18].Cl, predict the reaction product. The product is: [C:17]([O:14][C:5]1[C:6]([CH3:13])=[C:7]([CH:11]=[CH:12][C:4]=1[CH2:1][CH:2]=[CH2:3])[C:8]([OH:10])=[O:9])(=[O:19])[CH3:18]. (6) Given the reactants [Cl:1][C:2]1[C:3]2[CH:24]=[CH:23][C:22](C)=[CH:21][C:4]=2[S:5][C:6]=1[C:7]([NH:9][C@H:10]([CH2:14][C:15]1[CH:20]=[CH:19][CH:18]=[CH:17][CH:16]=1)[C:11]([OH:13])=[O:12])=[O:8].[Cl:26]C1C2C=CC(Cl)=CC=2SC=1C(O)=O, predict the reaction product. The product is: [Cl:1][C:2]1[C:3]2[CH:24]=[CH:23][C:22]([Cl:26])=[CH:21][C:4]=2[S:5][C:6]=1[C:7]([NH:9][C@H:10]([CH2:14][C:15]1[CH:20]=[CH:19][CH:18]=[CH:17][CH:16]=1)[C:11]([OH:13])=[O:12])=[O:8].